Predict the product of the given reaction. From a dataset of Forward reaction prediction with 1.9M reactions from USPTO patents (1976-2016). (1) Given the reactants [C:1]1(=[CH:7][C:8]#[N:9])[CH2:6][CH2:5][CH2:4][CH2:3][CH2:2]1.[N+:10]([CH3:13])([O-:12])=[O:11].[F-].C([N+](CCCC)(CCCC)CCCC)CCC, predict the reaction product. The product is: [N+:10]([CH2:13][C:1]1([CH2:7][C:8]#[N:9])[CH2:6][CH2:5][CH2:4][CH2:3][CH2:2]1)([O-:12])=[O:11]. (2) Given the reactants [CH3:1][C:2]([CH3:37])([CH3:36])[C@H:3]([NH:10][C:11]([C:13]1[N:14]=[C:15]([C:30]2[CH:35]=[CH:34][CH:33]=[CH:32][CH:31]=2)[N:16]2[CH2:22][CH2:21][CH2:20][N:19](C(OC(C)(C)C)=O)[CH2:18][C:17]=12)=[O:12])[C:4]1[O:8][N:7]=[C:6]([CH3:9])[N:5]=1.FC(F)(F)C(O)=O, predict the reaction product. The product is: [CH3:1][C:2]([CH3:37])([CH3:36])[C@H:3]([NH:10][C:11]([C:13]1[N:14]=[C:15]([C:30]2[CH:31]=[CH:32][CH:33]=[CH:34][CH:35]=2)[N:16]2[CH2:22][CH2:21][CH2:20][NH:19][CH2:18][C:17]=12)=[O:12])[C:4]1[O:8][N:7]=[C:6]([CH3:9])[N:5]=1. (3) The product is: [NH2:1][C:4]1[CH:5]=[CH:6][C:7]([CH2:8][NH:9][C:10]([C:12]2[N:17]=[C:16]([NH:18][C:19](=[O:25])[O:20][C:21]([CH3:23])([CH3:24])[CH3:22])[CH:15]=[CH:14][CH:13]=2)=[O:11])=[CH:26][CH:27]=1. Given the reactants [N+:1]([C:4]1[CH:27]=[CH:26][C:7]([CH2:8][NH:9][C:10]([C:12]2[N:17]=[C:16]([NH:18][C:19](=[O:25])[O:20][C:21]([CH3:24])([CH3:23])[CH3:22])[CH:15]=[CH:14][CH:13]=2)=[O:11])=[CH:6][CH:5]=1)([O-])=O.[H][H], predict the reaction product. (4) Given the reactants [CH:1]([N:3]1[CH2:8][CH2:7][N:6]([CH2:9][CH2:10][CH2:11][C:12]2[C:20]3[CH2:19][CH2:18][CH2:17][CH2:16][C:15]=3[NH:14][C:13]=2[CH:21]=O)[CH2:5][CH2:4]1)=[O:2].[CH2:23]([S:25]([C:28]1[CH:29]=[C:30]2[C:34](=[CH:35][CH:36]=1)[NH:33][C:32](=[O:37])[CH2:31]2)(=[O:27])=[O:26])[CH3:24], predict the reaction product. The product is: [CH2:23]([S:25]([C:28]1[CH:29]=[C:30]2[C:34](=[CH:35][CH:36]=1)[NH:33][C:32](=[O:37])/[C:31]/2=[CH:21]\[C:13]1[NH:14][C:15]2[CH2:16][CH2:17][CH2:18][CH2:19][C:20]=2[C:12]=1[CH2:11][CH2:10][CH2:9][N:6]1[CH2:5][CH2:4][N:3]([CH:1]=[O:2])[CH2:8][CH2:7]1)(=[O:26])=[O:27])[CH3:24]. (5) Given the reactants [CH:1]1[C:24]2[C:23]3[C:18](=[CH:19][CH:20]=[CH:21][CH:22]=3)[C:17]3[C:12](=[CH:13][CH:14]=[CH:15][CH:16]=3)[C:11]3[C:6](=[CH:7][CH:8]=[CH:9][CH:10]=3)[C:5]=2[CH:4]=[CH:3][CH:2]=1.[B:25]1([B:25]2[O:29][C:28]([CH3:31])([CH3:30])[C:27]([CH3:33])([CH3:32])[O:26]2)[O:29][C:28]([CH3:31])([CH3:30])[C:27]([CH3:33])([CH3:32])[O:26]1, predict the reaction product. The product is: [CH3:32][C:27]1([CH3:33])[C:28]([CH3:31])([CH3:30])[O:29][B:25]([C:2]2[CH:3]=[CH:4][C:5]3[C:6]4[C:11](=[CH:10][CH:9]=[CH:8][CH:7]=4)[C:12]4[C:17](=[CH:16][CH:15]=[CH:14][CH:13]=4)[C:18]4[C:23](=[CH:22][CH:21]=[CH:20][CH:19]=4)[C:24]=3[CH:1]=2)[O:26]1. (6) The product is: [N:25]1[CH:30]=[CH:29][C:28]([CH2:31][NH:32][C:21]([C:19]2[CH:18]=[CH:17][N:16]3[CH:24]=[C:13]([C:3]4[C:4]([C:7]5[CH:12]=[CH:11][CH:10]=[CH:9][CH:8]=5)=[N:5][O:6][C:2]=4[CH3:1])[N:14]=[C:15]3[CH:20]=2)=[O:23])=[CH:27][CH:26]=1. Given the reactants [CH3:1][C:2]1[O:6][N:5]=[C:4]([C:7]2[CH:12]=[CH:11][CH:10]=[CH:9][CH:8]=2)[C:3]=1[C:13]1[N:14]=[C:15]2[CH:20]=[C:19]([C:21]([OH:23])=O)[CH:18]=[CH:17][N:16]2[CH:24]=1.[N:25]1[CH:30]=[CH:29][C:28]([CH2:31][NH2:32])=[CH:27][CH:26]=1, predict the reaction product. (7) Given the reactants Br[C:2]1[CH:12]=[CH:11][C:5]([C:6]([O:8][CH2:9][CH3:10])=[O:7])=[CH:4][CH:3]=1.[CH3:13][C:14]1[CH:15]=[C:16]([OH:21])[CH:17]=[CH:18][C:19]=1[CH3:20].C([O-])([O-])=O.[Cs+].[Cs+], predict the reaction product. The product is: [CH3:13][C:14]1[CH:15]=[C:16]([CH:17]=[CH:18][C:19]=1[CH3:20])[O:21][C:2]1[CH:12]=[CH:11][C:5]([C:6]([O:8][CH2:9][CH3:10])=[O:7])=[CH:4][CH:3]=1.